This data is from Full USPTO retrosynthesis dataset with 1.9M reactions from patents (1976-2016). The task is: Predict the reactants needed to synthesize the given product. (1) Given the product [N:23]1[CH:22]=[CH:21][C:20]([C:17]2[S:16][C:15]([N:3]3[CH2:4][C@:5]4([CH:10]5[CH2:11][CH2:12][N:7]([CH2:8][CH2:9]5)[CH2:6]4)[O:1][C:2]3=[O:13])=[N:19][N:18]=2)=[CH:25][CH:24]=1, predict the reactants needed to synthesize it. The reactants are: [O:1]1[C@@:5]2([CH:10]3[CH2:11][CH2:12][N:7]([CH2:8][CH2:9]3)[CH2:6]2)[CH2:4][NH:3][C:2]1=[O:13].Br[C:15]1[S:16][C:17]([C:20]2[CH:25]=[CH:24][N:23]=[CH:22][CH:21]=2)=[N:18][N:19]=1. (2) Given the product [NH2:34][C:33]1[S:32][C:3]2[C:4]([C:30]#[N:31])=[C:5]([O:6][C:7]3[CH:8]=[CH:9][C:10]([F:27])=[C:11]([NH:13][C:14](=[O:26])[CH2:15][C:16]4[CH:21]=[CH:20][CH:19]=[C:18]([C:22]([F:23])([F:24])[F:25])[CH:17]=4)[CH:12]=3)[CH:28]=[CH:29][C:2]=2[N:1]=1, predict the reactants needed to synthesize it. The reactants are: [NH2:1][C:2]1[CH:29]=[CH:28][C:5]([O:6][C:7]2[CH:8]=[CH:9][C:10]([F:27])=[C:11]([NH:13][C:14](=[O:26])[CH2:15][C:16]3[CH:21]=[CH:20][CH:19]=[C:18]([C:22]([F:25])([F:24])[F:23])[CH:17]=3)[CH:12]=2)=[C:4]([C:30]#[N:31])[CH:3]=1.[S-:32][C:33]#[N:34].[K+].BrBr. (3) Given the product [ClH:24].[NH:20]1[CH:21]=[CH:22][CH:23]=[C:19]1[C:17]1[O:16][N:15]=[C:14]([C@H:10]2[CH2:11][CH2:12][CH2:13][NH:8][CH2:9]2)[N:18]=1, predict the reactants needed to synthesize it. The reactants are: C(OC([N:8]1[CH2:13][CH2:12][CH2:11][C@H:10]([C:14]2[N:18]=[C:17]([C:19]3[NH:20][CH:21]=[CH:22][CH:23]=3)[O:16][N:15]=2)[CH2:9]1)=O)(C)(C)C.[Cl:24]CCl. (4) Given the product [CH2:27]([N:16]([CH2:14][CH3:15])[C:17](=[O:26])[C:18]1[C:19]([O:24][CH3:25])=[CH:20][CH:21]=[CH:22][C:23]=1[CH:31]=[O:32])[CH3:28], predict the reactants needed to synthesize it. The reactants are: C([Li])(CC)C.CN(C)CCN(C)C.[CH2:14]([N:16]([CH2:27][CH3:28])[C:17](=[O:26])[C:18]1[CH:23]=[CH:22][CH:21]=[CH:20][C:19]=1[O:24][CH3:25])[CH3:15].CN(C)[CH:31]=[O:32].Cl.